From a dataset of Reaction yield outcomes from USPTO patents with 853,638 reactions. Predict the reaction yield, written as a fraction of the theoretical maximum amount of product (1.0 means a 100% yield; for example, 0.34 means a 34% yield). The yield is 0.640. The catalyst is CS(C)=O.O.[Cu]I.CO.ClCCl. The reactants are [F:1][C:2]([F:17])([F:16])[C:3]([NH:5][C@H:6]([C:9]1[CH:14]=[CH:13][C:12](I)=[CH:11][CH:10]=1)[CH2:7][CH3:8])=[O:4].[N-:18]=[N+:19]=[N-:20].[Na+].[CH2:22]([C:26]1[CH:31]=[CH:30][CH:29]=[CH:28][CH:27]=1)[CH2:23][C:24]#[CH:25].O=C1O[C@H]([C@H](CO)O)C([O-])=C1O.[Na+].CN[C@@H]1CCCC[C@H]1NC. The product is [F:1][C:2]([F:17])([F:16])[C:3]([NH:5][C@H:6]([C:9]1[CH:14]=[CH:13][C:12]([N:18]2[CH:25]=[C:24]([CH2:23][CH2:22][C:26]3[CH:31]=[CH:30][CH:29]=[CH:28][CH:27]=3)[N:20]=[N:19]2)=[CH:11][CH:10]=1)[CH2:7][CH3:8])=[O:4].